From a dataset of Full USPTO retrosynthesis dataset with 1.9M reactions from patents (1976-2016). Predict the reactants needed to synthesize the given product. (1) Given the product [F:18][C:17]1[C:12]2[N:13]([C:9]([C:4]3[CH:5]=[CH:6][C:7]([F:8])=[C:2]([C:28]4[CH:27]=[N:26][C:25]([O:24][CH3:23])=[N:30][CH:29]=4)[CH:3]=3)=[CH:10][N:11]=2)[CH:14]=[CH:15][C:16]=1[C:19]([OH:22])([CH3:21])[CH3:20], predict the reactants needed to synthesize it. The reactants are: Cl[C:2]1[CH:3]=[C:4]([C:9]2[N:13]3[CH:14]=[CH:15][C:16]([C:19]([OH:22])([CH3:21])[CH3:20])=[C:17]([F:18])[C:12]3=[N:11][CH:10]=2)[CH:5]=[CH:6][C:7]=1[F:8].[CH3:23][O:24][C:25]1[N:30]=[CH:29][C:28](B(O)O)=[CH:27][N:26]=1. (2) Given the product [F:19][C:2]([F:1])([F:18])[C:3]1[CH:4]=[CH:5][C:6]([C:9]2[O:10][CH:11]=[C:12]([CH2:14][OH:15])[N:13]=2)=[CH:7][CH:8]=1, predict the reactants needed to synthesize it. The reactants are: [F:1][C:2]([F:19])([F:18])[C:3]1[CH:8]=[CH:7][C:6]([C:9]2[O:10][CH:11]=[C:12]([C:14](OC)=[O:15])[N:13]=2)=[CH:5][CH:4]=1.[H-].[Al+3].[Li+].[H-].[H-].[H-]. (3) Given the product [Br:16][C:13]1[CH:14]=[CH:15][C:10]([C:9]2[O:8][N:7]=[C:6]([CH3:17])[C:5]=2[C:3](=[O:4])[CH2:2][S:21][CH2:20][C:19]([F:23])([F:22])[F:18])=[CH:11][CH:12]=1, predict the reactants needed to synthesize it. The reactants are: Br[CH2:2][C:3]([C:5]1[C:6]([CH3:17])=[N:7][O:8][C:9]=1[C:10]1[CH:15]=[CH:14][C:13]([Br:16])=[CH:12][CH:11]=1)=[O:4].[F:18][C:19]([F:23])([F:22])[CH2:20][SH:21]. (4) Given the product [NH2:3][C:7]1[C:8]2[C:13](=[CH:12][CH:11]=[CH:10][CH:9]=2)[CH:14]=[CH:15][C:6]=1[SH:5], predict the reactants needed to synthesize it. The reactants are: [OH-].[Na+].[N:3]1[C:7]2[C:8]3[C:13]([CH:14]=[CH:15][C:6]=2[S:5]C=1N)=[CH:12][CH:11]=[CH:10][CH:9]=3.